From a dataset of Forward reaction prediction with 1.9M reactions from USPTO patents (1976-2016). Predict the product of the given reaction. (1) The product is: [C:44]([O:43][C:41]([N:30]([C:26]1[CH:25]=[C:24]([CH:4]([O:5][P:6]([CH:9]([NH:13][C:14]([O:16][CH2:17][C:18]2[CH:19]=[CH:20][CH:21]=[CH:22][CH:23]=2)=[O:15])[CH:10]([CH3:12])[CH3:11])([OH:8])=[O:7])[C:3]([OH:48])=[O:2])[CH:29]=[CH:28][CH:27]=1)[C:31]([NH2:40])=[N:32][C:33]([O:35][C:36]([CH3:37])([CH3:38])[CH3:39])=[O:34])=[O:42])([CH3:46])([CH3:47])[CH3:45]. Given the reactants C[O:2][C:3](=[O:48])[CH:4]([C:24]1[CH:29]=[CH:28][CH:27]=[C:26]([N:30]([C:41]([O:43][C:44]([CH3:47])([CH3:46])[CH3:45])=[O:42])[C:31]([NH2:40])=[N:32][C:33]([O:35][C:36]([CH3:39])([CH3:38])[CH3:37])=[O:34])[CH:25]=1)[O:5][P:6]([CH:9]([NH:13][C:14]([O:16][CH2:17][C:18]1[CH:23]=[CH:22][CH:21]=[CH:20][CH:19]=1)=[O:15])[CH:10]([CH3:12])[CH3:11])([OH:8])=[O:7].[Li+].[OH-].OS([O-])(=O)=O.[Na+], predict the reaction product. (2) Given the reactants [NH2:1][C:2]1[N:7]=[CH:6][N:5]=[C:4]([NH:8][CH:9]([C:11]2[CH:12]=[C:13]3[N:18]([C:19]=2[C:20]2[CH2:21][CH2:22][N:23](C(OC(C)(C)C)=O)[CH2:24][CH:25]=2)[CH:17]=[CH:16][CH:15]=[CH:14]3)[CH3:10])[C:3]=1[C:33]#[N:34].FC(F)(F)C(O)=O, predict the reaction product. The product is: [NH2:1][C:2]1[C:3]([C:33]#[N:34])=[C:4]([NH:8][CH:9]([C:11]2[CH:12]=[C:13]3[N:18]([C:19]=2[C:20]2[CH2:21][CH2:22][NH:23][CH2:24][CH:25]=2)[CH:17]=[CH:16][CH:15]=[CH:14]3)[CH3:10])[N:5]=[CH:6][N:7]=1. (3) Given the reactants [NH2:1][C:2]1[CH:10]=[CH:9][C:8]([O:11][C:12]([F:15])([F:14])[F:13])=[CH:7][C:3]=1[C:4]([NH2:6])=O.[Cl:16][C:17]1[CH:25]=[CH:24][CH:23]=[CH:22][C:18]=1[C:19](Cl)=O.[CH3:26][N:27]1[CH2:32][CH2:31][NH:30][CH2:29][CH2:28]1, predict the reaction product. The product is: [Cl:16][C:17]1[CH:25]=[CH:24][CH:23]=[CH:22][C:18]=1[C:19]1[N:6]=[C:4]([N:30]2[CH2:31][CH2:32][N:27]([CH3:26])[CH2:28][CH2:29]2)[C:3]2[C:2](=[CH:10][CH:9]=[C:8]([O:11][C:12]([F:15])([F:14])[F:13])[CH:7]=2)[N:1]=1. (4) Given the reactants [C:1]([O:5][C:6]([N:8]1[CH2:12][CH2:11][C@H:10]([N:13]2[CH2:17][CH2:16][CH2:15][C@H:14]2[CH3:18])[CH2:9]1)=[O:7])([CH3:4])([CH3:3])[CH3:2].[C:19](OC(N1CCC(OS(C2C=CC(C)=CC=2)(=O)=O)CC1)=O)(C)(C)C, predict the reaction product. The product is: [C:1]([O:5][C:6]([N:8]1[CH2:12][CH2:11][CH:10]([N:13]2[CH2:17][CH2:16][CH2:15][C@@H:14]2[CH3:18])[CH2:9][CH2:19]1)=[O:7])([CH3:2])([CH3:3])[CH3:4].